Dataset: NCI-60 drug combinations with 297,098 pairs across 59 cell lines. Task: Regression. Given two drug SMILES strings and cell line genomic features, predict the synergy score measuring deviation from expected non-interaction effect. Drug 1: C1=CN(C=N1)CC(O)(P(=O)(O)O)P(=O)(O)O. Drug 2: COCCOC1=C(C=C2C(=C1)C(=NC=N2)NC3=CC=CC(=C3)C#C)OCCOC.Cl. Cell line: NCI-H522. Synergy scores: CSS=3.79, Synergy_ZIP=-2.36, Synergy_Bliss=-1.86, Synergy_Loewe=-3.04, Synergy_HSA=-1.49.